Dataset: Full USPTO retrosynthesis dataset with 1.9M reactions from patents (1976-2016). Task: Predict the reactants needed to synthesize the given product. (1) Given the product [CH:1]1([NH:7][C:35]([C:32]2[CH:31]=[C:30]([C:38]([NH:40][C:41]3[S:42][CH:43]=[CH:44][N:45]=3)=[O:39])[C:29]([C:27]3[C:26]([CH3:46])=[C:25]([F:47])[CH:24]=[C:23]([C:21]([NH:20][CH:17]4[CH2:19][CH2:18]4)=[O:22])[CH:28]=3)=[CH:34][CH:33]=2)=[O:36])[CH2:6][CH2:5][CH2:4][CH2:3][CH2:2]1, predict the reactants needed to synthesize it. The reactants are: [CH:1]1([NH2:7])[CH2:6][CH2:5][CH2:4][CH2:3][CH2:2]1.C(N(C(C)C)CC)(C)C.[CH:17]1([NH:20][C:21]([C:23]2[CH:24]=[C:25]([F:47])[C:26]([CH3:46])=[C:27]([C:29]3[CH:34]=[CH:33][C:32]([C:35](O)=[O:36])=[CH:31][C:30]=3[C:38]([NH:40][C:41]3[S:42][CH:43]=[CH:44][N:45]=3)=[O:39])[CH:28]=2)=[O:22])[CH2:19][CH2:18]1.F[P-](F)(F)(F)(F)F.ClC1C=CC2N=NN(OC(N(C)C)=[N+](C)C)C=2C=1. (2) Given the product [Cl:13][C:14]1[CH:19]=[CH:18][C:17]([CH2:20][N:3]2[C:4]3[C:9](=[CH:8][C:7]([C:11]#[N:12])=[CH:6][CH:5]=3)[CH:10]=[C:2]2[CH3:1])=[CH:16][CH:15]=1, predict the reactants needed to synthesize it. The reactants are: [CH3:1][C:2]1[NH:3][C:4]2[C:9]([CH:10]=1)=[CH:8][C:7]([C:11]#[N:12])=[CH:6][CH:5]=2.[Cl:13][C:14]1[CH:19]=[CH:18][C:17]([CH2:20]Cl)=[CH:16][CH:15]=1.[OH-].[K+]. (3) Given the product [CH2:1]([NH:8][C:9]([N:11]1[CH2:12][CH2:13][N:14]([S:17]([C:20]2[CH:21]=[CH:22][C:23]([NH2:26])=[CH:24][CH:25]=2)(=[O:19])=[O:18])[CH2:15][CH2:16]1)=[O:10])[C:2]1[CH:7]=[CH:6][CH:5]=[CH:4][CH:3]=1, predict the reactants needed to synthesize it. The reactants are: [CH2:1]([NH:8][C:9]([N:11]1[CH2:16][CH2:15][N:14]([S:17]([C:20]2[CH:25]=[CH:24][C:23]([N+:26]([O-])=O)=[CH:22][CH:21]=2)(=[O:19])=[O:18])[CH2:13][CH2:12]1)=[O:10])[C:2]1[CH:7]=[CH:6][CH:5]=[CH:4][CH:3]=1.C(O)C.[Cl-].[NH4+].